From a dataset of Full USPTO retrosynthesis dataset with 1.9M reactions from patents (1976-2016). Predict the reactants needed to synthesize the given product. (1) Given the product [Cl:33][CH2:34][S:35]([NH:1][CH2:2][CH2:3][N:4]1[C:8](=[O:9])/[C:7](=[CH:10]/[C:11]2[CH:12]=[C:13]3[C:17](=[CH:18][CH:19]=2)[N:16]([CH2:20][C:21]2[CH:26]=[CH:25][C:24]([Cl:27])=[CH:23][C:22]=2[C:28]([F:30])([F:29])[F:31])[N:15]=[CH:14]3)/[S:6][C:5]1=[O:32])(=[O:37])=[O:36], predict the reactants needed to synthesize it. The reactants are: [NH2:1][CH2:2][CH2:3][N:4]1[C:8](=[O:9])/[C:7](=[CH:10]/[C:11]2[CH:12]=[C:13]3[C:17](=[CH:18][CH:19]=2)[N:16]([CH2:20][C:21]2[CH:26]=[CH:25][C:24]([Cl:27])=[CH:23][C:22]=2[C:28]([F:31])([F:30])[F:29])[N:15]=[CH:14]3)/[S:6][C:5]1=[O:32].[Cl:33][CH2:34][S:35](Cl)(=[O:37])=[O:36]. (2) Given the product [CH2:17]([O:16][CH:5]([CH2:6][C:7]1[CH:15]=[C:14]2[C:10]([CH:11]=[CH:12][N:13]2[CH2:21][C:22]2[N:23]=[C:24]([C:28]3[CH:29]=[CH:30][C:31]([CH:34]([CH3:36])[CH3:35])=[CH:32][CH:33]=3)[O:25][C:26]=2[CH3:27])=[CH:9][CH:8]=1)[C:4]([OH:3])=[O:19])[CH3:18], predict the reactants needed to synthesize it. The reactants are: C([O:3][C:4](=[O:19])[CH:5]([O:16][CH2:17][CH3:18])[CH2:6][C:7]1[CH:15]=[C:14]2[C:10]([CH:11]=[CH:12][NH:13]2)=[CH:9][CH:8]=1)C.Cl[CH2:21][C:22]1[N:23]=[C:24]([C:28]2[CH:33]=[CH:32][C:31]([CH:34]([CH3:36])[CH3:35])=[CH:30][CH:29]=2)[O:25][C:26]=1[CH3:27]. (3) Given the product [ClH:1].[Cl:1][C:2]1[CH:31]=[C:30]([Cl:32])[CH:29]=[CH:28][C:3]=1[O:4][C:5]1[CH:10]=[CH:9][CH:8]=[CH:7][C:6]=1[NH:11][S:12]([C:15]1[CH:16]=[CH:17][C:18]([C:19]([NH:21][CH2:22][C:23](=[O:24])[NH:35][CH2:36][C:37]2[CH:38]=[CH:39][C:40]([CH2:41][NH:42][C:43]([NH2:45])=[NH:44])=[CH:46][CH:47]=2)=[O:20])=[CH:26][CH:27]=1)(=[O:14])=[O:13], predict the reactants needed to synthesize it. The reactants are: [Cl:1][C:2]1[CH:31]=[C:30]([Cl:32])[CH:29]=[CH:28][C:3]=1[O:4][C:5]1[CH:10]=[CH:9][CH:8]=[CH:7][C:6]=1[NH:11][S:12]([C:15]1[CH:27]=[CH:26][C:18]([C:19]([NH:21][CH2:22][C:23](O)=[O:24])=[O:20])=[CH:17][CH:16]=1)(=[O:14])=[O:13].Cl.Cl.[NH2:35][CH2:36][C:37]1[CH:47]=[CH:46][C:40]([CH2:41][NH:42][C:43]([NH2:45])=[NH:44])=[CH:39][CH:38]=1.